Dataset: Catalyst prediction with 721,799 reactions and 888 catalyst types from USPTO. Task: Predict which catalyst facilitates the given reaction. (1) Product: [CH3:1][O:2][C:3]1[CH:4]=[C:5]2[C:10](=[CH:11][C:12]=1[O:13][CH3:14])[N:9]=[CH:8][CH:7]=[C:6]2[O:15][C:16]1[C:22]([CH3:23])=[CH:21][C:19]([NH:20][C:43](=[O:49])[O:44][CH2:45][CH2:59][CH2:58][O:57][C:56]2[CH:62]=[CH:63][C:53]([O:52][CH3:51])=[CH:54][CH:55]=2)=[C:18]([CH3:24])[CH:17]=1. Reactant: [CH3:1][O:2][C:3]1[CH:4]=[C:5]2[C:10](=[CH:11][C:12]=1[O:13][CH3:14])[N:9]=[CH:8][CH:7]=[C:6]2[O:15][C:16]1[C:22]([CH3:23])=[CH:21][C:19]([NH2:20])=[C:18]([CH3:24])[CH:17]=1.C1(C)C=CC=CC=1.C(N(CC)CC)C.ClC(Cl)(O[C:43](=[O:49])[O:44][C:45](Cl)(Cl)Cl)Cl.[CH3:51][O:52][C:53]1[CH:63]=[CH:62][C:56]([O:57][CH2:58][CH2:59]CO)=[CH:55][CH:54]=1. The catalyst class is: 2. (2) Reactant: [CH:1]1([CH2:7][NH2:8])[CH2:6][CH2:5][CH2:4][CH2:3][CH2:2]1.C(N(CC)CC)C.[C:16](O[C:16]([O:18][C:19]([CH3:22])([CH3:21])[CH3:20])=[O:17])([O:18][C:19]([CH3:22])([CH3:21])[CH3:20])=[O:17].O. Product: [CH:1]1([CH2:7][NH:8][C:16](=[O:17])[O:18][C:19]([CH3:22])([CH3:21])[CH3:20])[CH2:6][CH2:5][CH2:4][CH2:3][CH2:2]1. The catalyst class is: 54.